From a dataset of Forward reaction prediction with 1.9M reactions from USPTO patents (1976-2016). Predict the product of the given reaction. (1) Given the reactants [C:1]([O:5][C:6]([NH:8][CH:9]([CH2:14][C:15]1[CH:20]=[C:19]([F:21])[C:18]([F:22])=[CH:17][C:16]=1[F:23])[CH2:10][C:11]([OH:13])=O)=[O:7])([CH3:4])([CH3:3])[CH3:2].C1C(C[C@@H](N)CC([N:38]2[CH2:50][C:42]3=[N:43][N:44]=[C:45]([C:46]([F:49])([F:48])[F:47])[N:41]3[CH2:40][CH2:39]2)=O)=C(F)C=C(F)C=1F.O.OP(O)(O)=O.Cl.FC(F)(F)C1N2CCNCC2=NN=1.C1(B(O)O)C=CC=CC=1.C(OC(C)C)(C)C, predict the reaction product. The product is: [C:1]([O:5][C:6](=[O:7])[NH:8][C@@H:9]([CH2:10][C:11](=[O:13])[N:38]1[CH2:39][CH2:40][N:41]2[C:45]([C:46]([F:49])([F:47])[F:48])=[N:44][N:43]=[C:42]2[CH2:50]1)[CH2:14][C:15]1[CH:20]=[C:19]([F:21])[C:18]([F:22])=[CH:17][C:16]=1[F:23])([CH3:2])([CH3:3])[CH3:4]. (2) Given the reactants C[O:2][C:3]([C:5]1[C:13]2[NH:12][C:11]([NH:14][C:15]3[CH:20]=[CH:19][CH:18]=[C:17]([Cl:21])[C:16]=3[Cl:22])=[N:10][C:9]=2[CH:8]=[CH:7][C:6]=1[S:23]([CH2:26][C:27]1[CH:32]=[CH:31][CH:30]=[CH:29][CH:28]=1)(=[O:25])=[O:24])=[O:4].ClC1C=C(C(OO)=O)C=CC=1.[OH-].[Na+], predict the reaction product. The product is: [Cl:22][C:16]1[C:17]([Cl:21])=[CH:18][CH:19]=[CH:20][C:15]=1[NH:14][C:11]1[NH:12][C:13]2[C:5]([C:3]([OH:4])=[O:2])=[C:6]([S:23]([CH2:26][C:27]3[CH:28]=[CH:29][CH:30]=[CH:31][CH:32]=3)(=[O:25])=[O:24])[CH:7]=[CH:8][C:9]=2[N:10]=1. (3) Given the reactants [C:1](OC(=O)C(C)C)(=O)[CH:2](C)[CH3:3].[F:12][C:13]1[C:14]([C:19]2[N:20]([CH2:24][C:25]3[N:30]=[CH:29][N:28]=[C:27]([NH:31][NH2:32])[C:26]=3[CH2:33][CH2:34][CH3:35])[CH:21]=[CH:22][N:23]=2)=[N:15][CH:16]=[CH:17][CH:18]=1.[CH2:36](Cl)Cl, predict the reaction product. The product is: [F:12][C:13]1[C:14]([C:19]2[N:20]([CH2:24][C:25]3[N:30]=[CH:36][N:31]4[N:32]=[C:29]([CH:2]([CH3:3])[CH3:1])[N:28]=[C:27]4[C:26]=3[CH2:33][CH2:34][CH3:35])[CH:21]=[CH:22][N:23]=2)=[N:15][CH:16]=[CH:17][CH:18]=1. (4) Given the reactants [OH:1][C:2]1[CH:3]=[C:4]([NH:8][S:9]([C:12]2[CH:24]=[C:23]3[C:15]([C:16]4[CH:17]=[CH:18][C:19]([S:26]([NH:29][C:30]5[CH:31]=[C:32]([NH:36]C(=O)C)[CH:33]=[CH:34][CH:35]=5)(=[O:28])=[O:27])=[CH:20][C:21]=4[C:22]3=[O:25])=[CH:14][CH:13]=2)(=[O:11])=[O:10])[CH:5]=[CH:6][CH:7]=1, predict the reaction product. The product is: [NH2:36][C:32]1[CH:31]=[C:30]([NH:29][S:26]([C:19]2[CH:18]=[CH:17][C:16]3[C:15]4[C:23](=[CH:24][C:12]([S:9]([NH:8][C:4]5[CH:5]=[CH:6][CH:7]=[C:2]([OH:1])[CH:3]=5)(=[O:10])=[O:11])=[CH:13][CH:14]=4)[C:22](=[O:25])[C:21]=3[CH:20]=2)(=[O:27])=[O:28])[CH:35]=[CH:34][CH:33]=1. (5) Given the reactants [Cl:1][C:2]1[CH:3]=[CH:4][C:5]([O:25][CH3:26])=[C:6]([NH:8][C:9](=[O:24])[CH2:10][N:11]2[C:15]3[CH2:16][NH:17][CH2:18][CH2:19][C:14]=3[C:13]([C:20]([F:23])([F:22])[F:21])=[N:12]2)[CH:7]=1.[CH3:27][C:28]([CH3:30])=O.C([BH3-])#N.[Na+], predict the reaction product. The product is: [Cl:1][C:2]1[CH:3]=[CH:4][C:5]([O:25][CH3:26])=[C:6]([NH:8][C:9](=[O:24])[CH2:10][N:11]2[C:15]3[CH2:16][N:17]([CH:28]([CH3:30])[CH3:27])[CH2:18][CH2:19][C:14]=3[C:13]([C:20]([F:23])([F:22])[F:21])=[N:12]2)[CH:7]=1. (6) Given the reactants Br[C:2]1[CH:20]=[CH:19][C:5]([C:6]([NH:8][C:9]2[CH:18]=[C:17]3[C:12]([CH:13]=[CH:14][CH:15]=[N:16]3)=[CH:11][CH:10]=2)=[O:7])=[CH:4][CH:3]=1.[CH3:21][C:22]1[CH:23]=[C:24](B(O)O)[CH:25]=[CH:26][CH:27]=1.C(=O)([O-])[O-].[Na+].[Na+], predict the reaction product. The product is: [CH3:21][C:22]1[CH:27]=[C:26]([C:2]2[CH:20]=[CH:19][C:5]([C:6]([NH:8][C:9]3[CH:18]=[C:17]4[C:12]([CH:13]=[CH:14][CH:15]=[N:16]4)=[CH:11][CH:10]=3)=[O:7])=[CH:4][CH:3]=2)[CH:25]=[CH:24][CH:23]=1. (7) Given the reactants [Cl:1][C:2]1[CH:7]=[C:6]([Cl:8])[CH:5]=[C:4]([Cl:9])[C:3]=1[N:10]1[C:14]2=[N:15][C:16]([CH2:20][C:21]3[CH:26]=[CH:25][C:24](OC)=[C:23]([O:29]C)[CH:22]=3)=[N:17][C:18](=[O:19])[C:13]2=[C:12]([C:31]([F:34])([F:33])[F:32])[NH:11]1.B(Br)(Br)Br, predict the reaction product. The product is: [Cl:9][C:4]1[CH:5]=[C:6]([Cl:8])[CH:7]=[C:2]([Cl:1])[C:3]=1[N:10]1[C:14]2=[N:15][C:16]([CH2:20][C:21]3[CH:26]=[CH:25][CH:24]=[C:23]([OH:29])[CH:22]=3)=[N:17][C:18](=[O:19])[C:13]2=[C:12]([C:31]([F:33])([F:32])[F:34])[NH:11]1. (8) Given the reactants CO[C:3]([CH:5]1[CH2:10][CH2:9][N:8]([C@H:11]2[CH2:17][CH2:16][CH2:15][N:14]([C:18]([O:20][C:21]([CH3:24])([CH3:23])[CH3:22])=[O:19])[CH2:13][CH2:12]2)[CH2:7][CH2:6]1)=[O:4].[CH2:25]([NH2:29])[CH:26]([CH3:28])[CH3:27].[CH3:30]N(C(ON1N=NC2C=CC=NC1=2)=[N+](C)C)C.F[P-](F)(F)(F)(F)F, predict the reaction product. The product is: [CH3:27][CH:26]([CH3:28])[CH2:25][N:29]([CH3:30])[C:3]([CH:5]1[CH2:6][CH2:7][N:8]([C@H:11]2[CH2:17][CH2:16][CH2:15][N:14]([C:18]([O:20][C:21]([CH3:23])([CH3:22])[CH3:24])=[O:19])[CH2:13][CH2:12]2)[CH2:9][CH2:10]1)=[O:4].